This data is from Full USPTO retrosynthesis dataset with 1.9M reactions from patents (1976-2016). The task is: Predict the reactants needed to synthesize the given product. (1) Given the product [OH:8][C:9]1[CH:14]=[C:13]([C:15]2[CH:16]=[N:17][NH:18][CH:19]=2)[CH:12]=[CH:11][C:10]=1[N:20]1[S:24](=[O:26])(=[O:25])[NH:23][C:22](=[O:27])[CH2:21]1, predict the reactants needed to synthesize it. The reactants are: C([O:8][C:9]1[CH:14]=[C:13]([C:15]2[CH:16]=[N:17][NH:18][CH:19]=2)[CH:12]=[CH:11][C:10]=1[N:20]1[S:24](=[O:26])(=[O:25])[NH:23][C:22](=[O:27])[CH2:21]1)C1C=CC=CC=1. (2) Given the product [N+:15]([C:12]1[CH:13]=[CH:14][C:9]([O:5][CH2:4][CH2:3][C:2]([F:7])([F:6])[F:1])=[CH:10][CH:11]=1)([O-:17])=[O:16], predict the reactants needed to synthesize it. The reactants are: [F:1][C:2]([F:7])([F:6])[CH2:3][CH2:4][OH:5].F[C:9]1[CH:14]=[CH:13][C:12]([N+:15]([O-:17])=[O:16])=[CH:11][CH:10]=1.C([O-])([O-])=O.[Cs+].[Cs+]. (3) Given the product [CH2:1]([C:5]1[CH:10]=[CH:9][C:8]([S:32]([C:30]2[CH:29]=[CH:28][C:25]3[CH2:26][CH2:27][NH:21][CH2:22][CH2:23][C:24]=3[CH:31]=2)(=[O:33])=[O:34])=[CH:7][CH:6]=1)[CH2:2][CH2:3][CH3:4], predict the reactants needed to synthesize it. The reactants are: [CH2:1]([C:5]1[CH:10]=[CH:9][C:8](Br)=[CH:7][CH:6]=1)[CH2:2][CH2:3][CH3:4].C([Li])(C)(C)C.FC(F)(F)C([N:21]1[CH2:27][CH2:26][C:25]2[CH:28]=[CH:29][C:30]([S:32](F)(=[O:34])=[O:33])=[CH:31][C:24]=2[CH2:23][CH2:22]1)=O.O. (4) Given the product [Br:4][C:5]1[CH:12]=[CH:11][C:8]([CH2:9][S:2][CH3:1])=[CH:7][CH:6]=1, predict the reactants needed to synthesize it. The reactants are: [CH3:1][S-:2].[Na+].[Br:4][C:5]1[CH:12]=[CH:11][C:8]([CH2:9]Br)=[CH:7][CH:6]=1. (5) Given the product [Br:1][C:2]1[CH:7]=[C:6]([F:8])[CH:5]=[C:4]([N+:11]([O-:13])=[O:12])[C:3]=1[O:9][CH3:10], predict the reactants needed to synthesize it. The reactants are: [Br:1][C:2]1[CH:7]=[C:6]([F:8])[CH:5]=[CH:4][C:3]=1[O:9][CH3:10].[N+:11]([O-])([OH:13])=[O:12]. (6) Given the product [CH:5]1[CH:6]=[C:7]([Cl:8])[C:2]([Cl:1])=[C:3]([C:9]2[N:12]=[N:13][C:14]([NH2:16])=[N:15][C:10]=2[NH2:11])[CH:4]=1, predict the reactants needed to synthesize it. The reactants are: [Cl:1][C:2]1[C:7]([Cl:8])=[CH:6][CH:5]=[CH:4][C:3]=1[CH:9]([NH:12][NH:13][C:14]([NH2:16])=[NH:15])[C:10]#[N:11].C. (7) Given the product [CH3:12][O:13][C:14]1[N:15]=[CH:16][CH:17]=[C:18]2[C:23]=1[CH2:22][NH:21][CH2:20][CH2:19]2, predict the reactants needed to synthesize it. The reactants are: IC1C=CN=C(OC)C=1C=O.[CH3:12][O:13][C:14]1[C:23]2[C:18](=[CH:19][CH:20]=[N:21][CH:22]=2)[CH:17]=[CH:16][N:15]=1. (8) The reactants are: [C:1]([C:5]1[CH:10]=[CH:9][C:8]([S:11]([N:14]([CH2:24][C:25]([OH:27])=O)[C:15]2[CH:23]=[C:22]3[C:18]([CH:19]=[N:20][NH:21]3)=[CH:17][CH:16]=2)(=[O:13])=[O:12])=[CH:7][CH:6]=1)([CH3:4])([CH3:3])[CH3:2].[CH2:28]([NH:30][CH2:31][C:32]1[CH:37]=[CH:36][CH:35]=[C:34]([CH3:38])[N:33]=1)[CH3:29]. Given the product [C:1]([C:5]1[CH:10]=[CH:9][C:8]([S:11]([N:14]([C:15]2[CH:23]=[C:22]3[C:18]([CH:19]=[N:20][NH:21]3)=[CH:17][CH:16]=2)[CH2:24][C:25]([N:30]([CH2:28][CH3:29])[CH2:31][C:32]2[CH:37]=[CH:36][CH:35]=[C:34]([CH3:38])[N:33]=2)=[O:27])(=[O:12])=[O:13])=[CH:7][CH:6]=1)([CH3:4])([CH3:2])[CH3:3], predict the reactants needed to synthesize it. (9) The reactants are: C[O:2][C:3]([C:5]1[C:6]2[CH2:7][C:8]([CH3:29])([CH3:28])[CH:9]([C:16]3[CH:21]=[CH:20][CH:19]=[C:18]([N:22]4[CH2:27][CH2:26][O:25][CH2:24][CH2:23]4)[CH:17]=3)[NH:10][C:11]=2[CH:12]=[C:13]([Cl:15])[CH:14]=1)=[O:4].[OH-].[Na+].Cl. Given the product [Cl:15][C:13]1[CH:14]=[C:5]([C:3]([OH:4])=[O:2])[C:6]2[CH2:7][C:8]([CH3:29])([CH3:28])[CH:9]([C:16]3[CH:21]=[CH:20][CH:19]=[C:18]([N:22]4[CH2:23][CH2:24][O:25][CH2:26][CH2:27]4)[CH:17]=3)[NH:10][C:11]=2[CH:12]=1, predict the reactants needed to synthesize it. (10) Given the product [CH3:1][C:2]1[O:6][N:5]=[C:4]([CH2:7][O:8][C:9]2[CH:14]=[CH:13][C:12]([NH2:15])=[CH:11][CH:10]=2)[CH:3]=1, predict the reactants needed to synthesize it. The reactants are: [CH3:1][C:2]1[O:6][N:5]=[C:4]([CH2:7][O:8][C:9]2[CH:14]=[CH:13][C:12]([N+:15]([O-])=O)=[CH:11][CH:10]=2)[CH:3]=1.S(S([O-])=O)([O-])=O.[Na+].[Na+].C([O-])([O-])=O.[K+].[K+].